Dataset: Peptide-MHC class II binding affinity with 134,281 pairs from IEDB. Task: Regression. Given a peptide amino acid sequence and an MHC pseudo amino acid sequence, predict their binding affinity value. This is MHC class II binding data. The peptide sequence is HCNEMSWIQSIPFVH. The MHC is HLA-DPA10103-DPB10301 with pseudo-sequence HLA-DPA10103-DPB10301. The binding affinity (normalized) is 0.157.